Task: Regression/Classification. Given a drug SMILES string, predict its absorption, distribution, metabolism, or excretion properties. Task type varies by dataset: regression for continuous measurements (e.g., permeability, clearance, half-life) or binary classification for categorical outcomes (e.g., BBB penetration, CYP inhibition). Dataset: cyp1a2_veith.. Dataset: CYP1A2 inhibition data for predicting drug metabolism from PubChem BioAssay (1) The compound is CS(=O)(=O)Nc1cccc(-c2nc(NCc3cccs3)c3ccccc3n2)c1. The result is 1 (inhibitor). (2) The drug is C=C[C@@]1(C)CC(=O)[C@]2(O)[C@@](C)(O1)[C@@H](OC(C)=O)[C@@H](O)[C@H]1C(C)(C)CC[C@@H](O)[C@@]12C. The result is 0 (non-inhibitor). (3) The molecule is CN(C)C[C@@H]1CCC[C@H](CN(C)C)C1=O. The result is 0 (non-inhibitor). (4) The compound is O=C1OCc2cccc3cccc1c23. The result is 1 (inhibitor). (5) The drug is CCSc1nnc(C(N)Cc2ccccc2)o1.Cl. The result is 0 (non-inhibitor). (6) The molecule is COc1cccc(-n2c(O)c(C=NCCN3CCOCC3)c(=O)[nH]c2=O)c1. The result is 0 (non-inhibitor). (7) The compound is O=C(Nc1cccc(F)c1)N1CCC2(CC1)CCN(C(=O)c1ccncc1)CC2. The result is 0 (non-inhibitor).